Dataset: Full USPTO retrosynthesis dataset with 1.9M reactions from patents (1976-2016). Task: Predict the reactants needed to synthesize the given product. Given the product [N:1]1([C:6]2[CH:7]=[CH:8][C:9]([PH:12][C:13]3[CH:18]=[CH:17][C:16]([N:19]4[CH2:20][CH2:21][CH2:22][CH2:23]4)=[CH:15][CH:14]=3)=[CH:10][CH:11]=2)[CH2:5][CH2:4][CH2:3][CH2:2]1.[BH3:25], predict the reactants needed to synthesize it. The reactants are: [N:1]1([C:6]2[CH:11]=[CH:10][C:9]([PH:12](=O)[C:13]3[CH:18]=[CH:17][C:16]([N:19]4[CH2:23][CH2:22][CH2:21][CH2:20]4)=[CH:15][CH:14]=3)=[CH:8][CH:7]=2)[CH2:5][CH2:4][CH2:3][CH2:2]1.[BH3:25].O1CCCC1.